Dataset: Full USPTO retrosynthesis dataset with 1.9M reactions from patents (1976-2016). Task: Predict the reactants needed to synthesize the given product. (1) The reactants are: [N+:1]([C:4]1[CH:12]=[C:11]2[C:7]([CH:8]=[CH:9][NH:10]2)=[CH:6][CH:5]=1)([O-])=O.[CH2:13]([O:15][C:16](=[O:19])[CH2:17]I)[CH3:14]. Given the product [CH2:13]([O:15][C:16](=[O:19])[CH2:17][C:8]1[C:7]2[C:11](=[CH:12][C:4]([NH2:1])=[CH:5][CH:6]=2)[NH:10][CH:9]=1)[CH3:14], predict the reactants needed to synthesize it. (2) Given the product [C:22]([C:23]1[CH:30]=[CH:29][C:26]([CH2:27][NH:28][C:11](=[O:13])[CH:10]([C:8]2[CH:9]=[C:4]([O:3][CH2:1][CH3:2])[C:5]([O:17][CH2:18][CH2:19][OH:20])=[CH:6][C:7]=2[F:16])[O:14][CH3:15])=[CH:25][CH:24]=1)#[N:21], predict the reactants needed to synthesize it. The reactants are: [CH2:1]([O:3][C:4]1[C:5]([O:17][CH2:18][CH2:19][OH:20])=[CH:6][C:7]([F:16])=[C:8]([CH:10]([O:14][CH3:15])[C:11]([OH:13])=O)[CH:9]=1)[CH3:2].[NH2:21][CH2:22][C:23]1[CH:30]=[CH:29][C:26]([C:27]#[N:28])=[CH:25][CH:24]=1. (3) Given the product [CH2:18]([O:20][C:21](=[O:26])/[CH:22]=[C:23](/[O:17][C:12]1[CH:13]=[CH:14][CH:15]=[CH:16][C:11]=1[C:7]([CH3:10])([CH3:8])[CH3:9])\[CH3:24])[CH3:19], predict the reactants needed to synthesize it. The reactants are: CC(C)([O-])C.[K+].[C:7]([C:11]1[CH:16]=[CH:15][CH:14]=[CH:13][C:12]=1[OH:17])([CH3:10])([CH3:9])[CH3:8].[CH2:18]([O:20][C:21](=[O:26])[CH:22]=[C:23](Cl)[CH3:24])[CH3:19].